From a dataset of Reaction yield outcomes from USPTO patents with 853,638 reactions. Predict the reaction yield, written as a fraction of the theoretical maximum amount of product (1.0 means a 100% yield; for example, 0.34 means a 34% yield). (1) The reactants are [OH-].[Li+].[CH:3]1([C:6]2[C:15]3[C:10](=[CH:11][CH:12]=[CH:13][CH:14]=3)[C:9]([N:16]3[C:20]([C:21]([F:24])([F:23])[F:22])=[N:19][N:18]=[C:17]3[S:25][C:26]([CH3:33])([CH3:32])[C:27]([O:29]CC)=[O:28])=[CH:8][CH:7]=2)[CH2:5][CH2:4]1. The catalyst is C1COCC1. The product is [CH:3]1([C:6]2[C:15]3[C:10](=[CH:11][CH:12]=[CH:13][CH:14]=3)[C:9]([N:16]3[C:20]([C:21]([F:22])([F:24])[F:23])=[N:19][N:18]=[C:17]3[S:25][C:26]([CH3:33])([CH3:32])[C:27]([OH:29])=[O:28])=[CH:8][CH:7]=2)[CH2:4][CH2:5]1. The yield is 0.530. (2) The reactants are [C:1]([N:8]1[CH:12]=[CH:11]N=C1)(N1C=CN=C1)=[O:2].C[C:14]1[O:19][C:18]([C:20](O)=O)=[CH:17][C:16](=[O:23])[CH:15]=1.[CH:24]1(N)[CH2:29][CH2:28][CH2:27][CH2:26][CH2:25]1.CN(C)[CH:33]=[O:34]. No catalyst specified. The product is [CH:12]1([NH:8][C:1]([C:14]2[O:19][C:18]([CH3:20])=[CH:17][C:16](=[O:23])[C:15]=2[O:34][CH2:33][C:24]2[CH:29]=[CH:28][CH:27]=[CH:26][CH:25]=2)=[O:2])[CH2:11][CH2:17][CH2:16][CH2:15][CH2:14]1. The yield is 0.610.